This data is from NCI-60 drug combinations with 297,098 pairs across 59 cell lines. The task is: Regression. Given two drug SMILES strings and cell line genomic features, predict the synergy score measuring deviation from expected non-interaction effect. (1) Drug 1: CC1=C(C(CCC1)(C)C)C=CC(=CC=CC(=CC(=O)O)C)C. Drug 2: CC1=C(C(=O)C2=C(C1=O)N3CC4C(C3(C2COC(=O)N)OC)N4)N. Cell line: M14. Synergy scores: CSS=37.0, Synergy_ZIP=-2.98, Synergy_Bliss=-1.06, Synergy_Loewe=-11.0, Synergy_HSA=0.512. (2) Drug 1: CC(CN1CC(=O)NC(=O)C1)N2CC(=O)NC(=O)C2. Drug 2: C1=NC2=C(N=C(N=C2N1C3C(C(C(O3)CO)O)O)F)N. Cell line: SNB-19. Synergy scores: CSS=13.9, Synergy_ZIP=-8.46, Synergy_Bliss=-10.5, Synergy_Loewe=-10.1, Synergy_HSA=-9.62. (3) Drug 1: CC1CCC2CC(C(=CC=CC=CC(CC(C(=O)C(C(C(=CC(C(=O)CC(OC(=O)C3CCCCN3C(=O)C(=O)C1(O2)O)C(C)CC4CCC(C(C4)OC)O)C)C)O)OC)C)C)C)OC. Drug 2: CC1CCCC2(C(O2)CC(NC(=O)CC(C(C(=O)C(C1O)C)(C)C)O)C(=CC3=CSC(=N3)C)C)C. Cell line: SW-620. Synergy scores: CSS=54.1, Synergy_ZIP=0.648, Synergy_Bliss=-1.06, Synergy_Loewe=-3.22, Synergy_HSA=1.22. (4) Drug 1: C1=NC2=C(N1)C(=S)N=CN2. Drug 2: C1=NNC2=C1C(=O)NC=N2. Cell line: RPMI-8226. Synergy scores: CSS=35.6, Synergy_ZIP=1.57, Synergy_Bliss=3.94, Synergy_Loewe=-21.9, Synergy_HSA=4.24. (5) Drug 1: CC1=C2C(C(=O)C3(C(CC4C(C3C(C(C2(C)C)(CC1OC(=O)C(C(C5=CC=CC=C5)NC(=O)OC(C)(C)C)O)O)OC(=O)C6=CC=CC=C6)(CO4)OC(=O)C)OC)C)OC. Drug 2: C(CCl)NC(=O)N(CCCl)N=O. Cell line: T-47D. Synergy scores: CSS=24.9, Synergy_ZIP=2.36, Synergy_Bliss=2.64, Synergy_Loewe=-19.4, Synergy_HSA=1.03.